Task: Regression. Given a peptide amino acid sequence and an MHC pseudo amino acid sequence, predict their binding affinity value. This is MHC class II binding data.. Dataset: Peptide-MHC class II binding affinity with 134,281 pairs from IEDB (1) The peptide sequence is EKKYFAATQFECLAA. The MHC is HLA-DPA10103-DPB10401 with pseudo-sequence HLA-DPA10103-DPB10401. The binding affinity (normalized) is 1.00. (2) The peptide sequence is KDKTDIHRLEPVKCD. The MHC is HLA-DQA10201-DQB10402 with pseudo-sequence HLA-DQA10201-DQB10402. The binding affinity (normalized) is 0. (3) The peptide sequence is AYVVIGILTLAAIVA. The MHC is DRB1_1501 with pseudo-sequence DRB1_1501. The binding affinity (normalized) is 0.218.